Dataset: Full USPTO retrosynthesis dataset with 1.9M reactions from patents (1976-2016). Task: Predict the reactants needed to synthesize the given product. Given the product [F:12][C:9]([F:10])([F:11])[C:7]1[CH:6]=[C:5]([C@H:13]([O:15][C@H:16]2[CH2:20][N:19]([C:21]([O:23][C:24]([CH3:25])([CH3:27])[CH3:26])=[O:22])[C@@H:18]([CH2:28][CH2:29][C:30]([OH:32])=[O:31])[C@@H:17]2[C:34]2[CH:39]=[CH:38][C:37]([F:40])=[CH:36][CH:35]=2)[CH3:14])[CH:4]=[C:3]([C:2]([F:1])([F:41])[F:42])[CH:8]=1, predict the reactants needed to synthesize it. The reactants are: [F:1][C:2]([F:42])([F:41])[C:3]1[CH:4]=[C:5]([C@H:13]([O:15][C@H:16]2[CH2:20][N:19]([C:21]([O:23][C:24]([CH3:27])([CH3:26])[CH3:25])=[O:22])[C@@H:18]([CH2:28][CH2:29][C:30]([O:32]C)=[O:31])[C@@H:17]2[C:34]2[CH:39]=[CH:38][C:37]([F:40])=[CH:36][CH:35]=2)[CH3:14])[CH:6]=[C:7]([C:9]([F:12])([F:11])[F:10])[CH:8]=1.O.[OH-].[Li+].O.Cl.